This data is from Forward reaction prediction with 1.9M reactions from USPTO patents (1976-2016). The task is: Predict the product of the given reaction. Given the reactants [CH3:1][CH:2]([NH:4][C:5]1[CH:12]=[CH:11][C:10]([C:13]2[O:17][N:16]=[C:15]([C:18]3[CH:28]=[CH:27][C:21]4[CH2:22][CH2:23][NH:24][CH2:25][CH2:26][C:20]=4[CH:19]=3)[N:14]=2)=[CH:9][C:6]=1[C:7]#[N:8])[CH3:3].[CH2:29]([OH:34])[CH:30]([OH:33])[CH:31]=O.C(O)(=O)C.C(O[BH-](OC(=O)C)OC(=O)C)(=O)C.[Na+], predict the reaction product. The product is: [OH:33][CH:30]([CH2:29][OH:34])[CH2:31][N:24]1[CH2:23][CH2:22][C:21]2[CH:27]=[CH:28][C:18]([C:15]3[N:14]=[C:13]([C:10]4[CH:11]=[CH:12][C:5]([NH:4][CH:2]([CH3:1])[CH3:3])=[C:6]([CH:9]=4)[C:7]#[N:8])[O:17][N:16]=3)=[CH:19][C:20]=2[CH2:26][CH2:25]1.